From a dataset of Full USPTO retrosynthesis dataset with 1.9M reactions from patents (1976-2016). Predict the reactants needed to synthesize the given product. (1) Given the product [F:35][C:23]1[CH:22]=[C:21]([NH:20][C:18]2[N:17]=[CH:16][N:15]=[C:14]3[NH:13][N:12]=[C:11]([O:10][CH2:9][CH2:8][N:36]4[CH2:40][CH2:39][CH2:38][C@@H:37]4[CH2:41][OH:42])[C:19]=23)[CH:26]=[CH:25][C:24]=1[O:27][C:28]1[CH:29]=[N:30][C:31]([CH3:34])=[CH:32][CH:33]=1, predict the reactants needed to synthesize it. The reactants are: [I-].[K+].CS(O[CH2:8][CH2:9][O:10][C:11]1[C:19]2[C:14](=[N:15][CH:16]=[N:17][C:18]=2[NH:20][C:21]2[CH:26]=[CH:25][C:24]([O:27][C:28]3[CH:29]=[N:30][C:31]([CH3:34])=[CH:32][CH:33]=3)=[C:23]([F:35])[CH:22]=2)[NH:13][N:12]=1)(=O)=O.[NH:36]1[CH2:40][CH2:39][CH2:38][C@@H:37]1[CH2:41][OH:42]. (2) Given the product [CH2:1]([O:3][C:4]([C:5]1[N:6]=[C:7]([CH2:8][CH2:9][O:10][CH3:11])[S:25][C:13]=1[NH2:14])=[O:15])[CH3:2], predict the reactants needed to synthesize it. The reactants are: [CH2:1]([O:3][C:4](=[O:15])[CH:5]([C:13]#[N:14])[NH:6][C:7](=O)[CH2:8][CH2:9][O:10][CH3:11])[CH3:2].COC1C=CC(P2(=S)SP(=S)(C3C=CC(OC)=CC=3)[S:25]2)=CC=1. (3) Given the product [C:1]([O:5][C:6](=[O:20])[NH:7][C:8]1[CH:13]=[C:12]([C:14]([F:17])([F:16])[F:15])[C:11]([CH3:18])=[CH:10][C:9]=1[NH:19][C:26](=[O:25])[CH2:27][C:28]([C:30]1[CH:35]=[CH:34][CH:33]=[C:32]([C:36]2[CH:41]=[CH:40][N:39]=[C:38]([CH3:42])[CH:37]=2)[CH:31]=1)=[O:29])([CH3:4])([CH3:2])[CH3:3], predict the reactants needed to synthesize it. The reactants are: [C:1]([O:5][C:6](=[O:20])[NH:7][C:8]1[CH:13]=[C:12]([C:14]([F:17])([F:16])[F:15])[C:11]([CH3:18])=[CH:10][C:9]=1[NH2:19])([CH3:4])([CH3:3])[CH3:2].C([O:25][C:26](=O)[CH2:27][C:28]([C:30]1[CH:35]=[CH:34][CH:33]=[C:32]([C:36]2[CH:41]=[CH:40][N:39]=[C:38]([CH3:42])[CH:37]=2)[CH:31]=1)=[O:29])(C)(C)C.